Dataset: Reaction yield outcomes from USPTO patents with 853,638 reactions. Task: Predict the reaction yield, written as a fraction of the theoretical maximum amount of product (1.0 means a 100% yield; for example, 0.34 means a 34% yield). (1) The reactants are [Cl:1][C:2]1[CH:7]=[CH:6][CH:5]=[CH:4][C:3]=1[CH2:8][C:9]([OH:11])=O.[CH3:12][O:13][NH:14][CH3:15].CCN=C=NCCCN(C)C.C1C=CC2N(O)N=NC=2C=1.CN1CCOCC1. The catalyst is C(Cl)Cl.CO. The product is [Cl:1][C:2]1[CH:7]=[CH:6][CH:5]=[CH:4][C:3]=1[CH2:8][C:9]([N:14]([O:13][CH3:12])[CH3:15])=[O:11]. The yield is 0.560. (2) The yield is 0.100. The product is [CH:1]1([CH:4]2[CH2:8][C:7]3[CH:9]=[C:10]([NH:22][S:23]([CH2:26][CH3:27])(=[O:25])=[O:24])[CH:11]=[C:12]([C:13]4[CH:18]=[C:17]([CH3:19])[C:16](=[O:20])[N:15]([CH3:21])[CH:14]=4)[C:6]=3[O:5]2)[CH2:3][CH2:2]1. The reactants are [CH:1]1([C:4]2[O:5][C:6]3[C:12]([C:13]4[CH:18]=[C:17]([CH3:19])[C:16](=[O:20])[N:15]([CH3:21])[CH:14]=4)=[CH:11][C:10]([NH:22][S:23]([CH2:26][CH3:27])(=[O:25])=[O:24])=[CH:9][C:7]=3[CH:8]=2)[CH2:3][CH2:2]1.C(O)(C(F)(F)F)=O. The catalyst is [SiH](CC)(CC)CC.C(Cl)Cl.